Dataset: Catalyst prediction with 721,799 reactions and 888 catalyst types from USPTO. Task: Predict which catalyst facilitates the given reaction. (1) Reactant: [OH:1][CH:2]1[CH2:5][N:4]([C:6]2[CH:7]=[C:8]([C:12]3[N:13]=[C:14]4[C:20]([C:21](=[O:26])[C:22]([CH3:25])([CH3:24])[CH3:23])=[CH:19][N:18](COCC[Si](C)(C)C)[C:15]4=[N:16][CH:17]=3)[CH:9]=[CH:10][CH:11]=2)[CH2:3]1.[ClH:35]. Product: [Cl:35][CH2:3][CH:2]([OH:1])[CH2:5][NH:4][C:6]1[CH:7]=[C:8]([C:12]2[N:13]=[C:14]3[C:20]([C:21](=[O:26])[C:22]([CH3:25])([CH3:24])[CH3:23])=[CH:19][NH:18][C:15]3=[N:16][CH:17]=2)[CH:9]=[CH:10][CH:11]=1. The catalyst class is: 5. (2) Reactant: [C:1]([C:3]1[CH:8]=[CH:7][C:6]([CH:9]([CH3:29])[C:10]([NH:12][CH2:13][C:14]2[C:15]([N:24]3[CH2:28][CH2:27][CH2:26][CH2:25]3)=[N:16][C:17]([C:20]([F:23])([F:22])[F:21])=[CH:18][CH:19]=2)=[O:11])=[CH:5][C:4]=1[O:30][CH3:31])#[N:2].[C:32](O[C:32]([O:34][C:35]([CH3:38])([CH3:37])[CH3:36])=[O:33])([O:34][C:35]([CH3:38])([CH3:37])[CH3:36])=[O:33].O.[BH4-].NCCNCCN. Product: [CH3:31][O:30][C:4]1[CH:5]=[C:6]([CH:9]([CH3:29])[C:10](=[O:11])[NH:12][CH2:13][C:14]2[C:15]([N:24]3[CH2:28][CH2:27][CH2:26][CH2:25]3)=[N:16][C:17]([C:20]([F:23])([F:21])[F:22])=[CH:18][CH:19]=2)[CH:7]=[CH:8][C:3]=1[CH2:1][NH:2][C:32](=[O:33])[O:34][C:35]([CH3:38])([CH3:37])[CH3:36]. The catalyst class is: 888. (3) Reactant: Cl[C:2]1[CH:7]=[C:6]([NH:8][C:9]2[CH:14]=[CH:13][CH:12]=[CH:11][N:10]=2)[N:5]=[C:4]([S:15][C:16]2[CH:21]=[CH:20][C:19]([NH:22][C:23]([CH:25]3[CH2:27][CH2:26]3)=[O:24])=[CH:18][CH:17]=2)[N:3]=1.Cl.[CH:29]1([C:32]2([F:36])[CH2:35][NH:34][CH2:33]2)[CH2:31][CH2:30]1.CCN(C(C)C)C(C)C.ClCCl. Product: [CH:29]1([C:32]2([F:36])[CH2:35][N:34]([C:2]3[CH:7]=[C:6]([NH:8][C:9]4[CH:14]=[CH:13][CH:12]=[CH:11][N:10]=4)[N:5]=[C:4]([S:15][C:16]4[CH:21]=[CH:20][C:19]([NH:22][C:23]([CH:25]5[CH2:27][CH2:26]5)=[O:24])=[CH:18][CH:17]=4)[N:3]=3)[CH2:33]2)[CH2:31][CH2:30]1. The catalyst class is: 12. (4) Reactant: [O:1]1[CH2:5][CH2:4][CH:3]([S:6]([C:9]2[CH:18]=[CH:17][C:12]([C:13]([O:15]C)=[O:14])=[CH:11][CH:10]=2)(=[O:8])=[O:7])[CH2:2]1.[OH-].[Na+]. Product: [O:1]1[CH2:5][CH2:4][CH:3]([S:6]([C:9]2[CH:10]=[CH:11][C:12]([C:13]([OH:15])=[O:14])=[CH:17][CH:18]=2)(=[O:8])=[O:7])[CH2:2]1. The catalyst class is: 12.